This data is from Catalyst prediction with 721,799 reactions and 888 catalyst types from USPTO. The task is: Predict which catalyst facilitates the given reaction. (1) Reactant: [F:1][C:2]1[CH:7]=[CH:6][C:5]([CH2:8][O:9][C:10]2[CH:18]=[C:17]([C:19]([N:21]3[CH2:26][CH2:25][O:24][CH2:23][CH2:22]3)=[O:20])[C:16]([C:27]3[CH:28]=[N:29][N:30]([CH3:32])[CH:31]=3)=[CH:15][C:11]=2[C:12]([OH:14])=O)=[CH:4][CH:3]=1.C(N(C(C)C)CC)(C)C.[N:42]1[CH:47]=[CH:46][C:45]([NH2:48])=[CH:44][N:43]=1.ON1C2N=CC=CC=2N=N1.C(Cl)CCl. Product: [F:1][C:2]1[CH:7]=[CH:6][C:5]([CH2:8][O:9][C:10]2[CH:18]=[C:17]([C:19]([N:21]3[CH2:22][CH2:23][O:24][CH2:25][CH2:26]3)=[O:20])[C:16]([C:27]3[CH:28]=[N:29][N:30]([CH3:32])[CH:31]=3)=[CH:15][C:11]=2[C:12]([NH:48][C:45]2[CH:46]=[CH:47][N:42]=[N:43][CH:44]=2)=[O:14])=[CH:4][CH:3]=1. The catalyst class is: 9. (2) Reactant: [C:1]([CH:9]1[CH2:14][CH2:13][CH2:12][CH:11]([C:15]([NH:17][C@@H:18]([CH2:31][CH:32]2[CH2:37][CH2:36][CH2:35][CH2:34][CH2:33]2)[CH2:19][N:20]([CH3:30])[C:21](=[O:29])[O:22][CH2:23][CH2:24][Si:25]([CH3:28])([CH3:27])[CH3:26])=[O:16])[CH2:10]1)(=[O:8])[C:2]1[CH:7]=[CH:6][CH:5]=[CH:4][CH:3]=1.[CH3:38][O:39][CH2:40][CH2:41][CH2:42][CH2:43][Mg]Cl.C([O-])(O)=O.[Na+].[NH4+].[Cl-]. Product: [OH:8][C:1]([CH:9]1[CH2:14][CH2:13][CH2:12][CH:11]([C:15]([NH:17][C@@H:18]([CH2:31][CH:32]2[CH2:33][CH2:34][CH2:35][CH2:36][CH2:37]2)[CH2:19][N:20]([CH3:30])[C:21](=[O:29])[O:22][CH2:23][CH2:24][Si:25]([CH3:27])([CH3:28])[CH3:26])=[O:16])[CH2:10]1)([C:2]1[CH:3]=[CH:4][CH:5]=[CH:6][CH:7]=1)[CH2:43][CH2:42][CH2:41][CH2:40][O:39][CH3:38]. The catalyst class is: 1.